This data is from Catalyst prediction with 721,799 reactions and 888 catalyst types from USPTO. The task is: Predict which catalyst facilitates the given reaction. (1) Reactant: [Br:1][C:2]1[C:3](Cl)=[N:4][C:5]([NH:8][C:9]2[CH:14]=[CH:13][C:12]([F:15])=[C:11]([N+:16]([O-:18])=[O:17])[CH:10]=2)=[N:6][CH:7]=1.[NH:20]1[CH2:25][CH2:24][O:23][CH2:22][CH2:21]1. Product: [Br:1][C:2]1[C:3]([N:20]2[CH2:25][CH2:24][O:23][CH2:22][CH2:21]2)=[N:4][C:5]([NH:8][C:9]2[CH:14]=[CH:13][C:12]([F:15])=[C:11]([N+:16]([O-:18])=[O:17])[CH:10]=2)=[N:6][CH:7]=1. The catalyst class is: 25. (2) Reactant: FC(F)(F)C(O)=O.FC(F)(F)C(O)=O.[NH2:15][CH2:16][C@H:17]1[CH2:22][CH2:21][C@H:20]([N:23]2[C:27]3=[C:28]4[S:34][CH:33]=[CH:32][C:29]4=[N:30][CH:31]=[C:26]3[N:25]=[C:24]2[C@H:35]([OH:37])[CH3:36])[CH2:19][CH2:18]1.C(N(CC)CC)C.[C:45](=O)([O:56][CH:57]1[CH2:61][CH2:60][O:59][CH2:58]1)[O:46]C1C=CC([N+]([O-])=O)=CC=1. Product: [O:59]1[CH2:60][CH2:61][CH:57]([O:56][C:45](=[O:46])[NH:15][CH2:16][C@H:17]2[CH2:22][CH2:21][C@H:20]([N:23]3[C:27]4=[C:28]5[S:34][CH:33]=[CH:32][C:29]5=[N:30][CH:31]=[C:26]4[N:25]=[C:24]3[C@H:35]([OH:37])[CH3:36])[CH2:19][CH2:18]2)[CH2:58]1. The catalyst class is: 2. (3) Reactant: Br[C:2]1[N:6]2[N:7]=[C:8]([NH:11][CH2:12][CH2:13][CH2:14][N:15]3[CH2:19][CH2:18][CH2:17][CH2:16]3)[CH:9]=[CH:10][C:5]2=[N:4][CH:3]=1.[CH:20](/B(O)O)=[CH:21]\[CH2:22][CH2:23][CH2:24][CH3:25].C1(N)C(F)=C(F)C(F)=C(N)C=1F.[ClH:41].Cl.Cl. Product: [ClH:41].[ClH:41].[CH:20](/[C:2]1[N:6]2[N:7]=[C:8]([NH:11][CH2:12][CH2:13][CH2:14][N:15]3[CH2:19][CH2:18][CH2:17][CH2:16]3)[CH:9]=[CH:10][C:5]2=[N:4][CH:3]=1)=[CH:21]\[CH2:22][CH2:23][CH2:24][CH3:25]. The catalyst class is: 28. (4) Reactant: [CH3:1][O:2][C:3]1[CH:4]=[C:5]([O:23][C:24]2[CH:25]=[N:26][C:27]([S:30]([CH3:33])(=[O:32])=[O:31])=[CH:28][CH:29]=2)[CH:6]=[C:7]2[C:11]=1[NH:10][C:9]([C:12]1[S:13][CH:14]([CH2:17][C:18]([O:20]CC)=[O:19])[CH2:15][N:16]=1)=[CH:8]2.[OH-].[Na+]. Product: [CH3:1][O:2][C:3]1[CH:4]=[C:5]([O:23][C:24]2[CH:25]=[N:26][C:27]([S:30]([CH3:33])(=[O:32])=[O:31])=[CH:28][CH:29]=2)[CH:6]=[C:7]2[C:11]=1[NH:10][C:9]([C:12]1[S:13][CH:14]([CH2:17][C:18]([OH:20])=[O:19])[CH2:15][N:16]=1)=[CH:8]2. The catalyst class is: 214. (5) Reactant: [Cl:1][C:2]1[CH:7]=[CH:6][C:5]([C:8]2[N:9]=[C:10]([C:24]([O:26][C:27]([CH3:30])([CH3:29])[CH3:28])=[O:25])[C:11]([C:21]([OH:23])=O)=[N:12][C:13]=2[C:14]2[CH:19]=[CH:18][C:17]([Cl:20])=[CH:16][CH:15]=2)=[CH:4][CH:3]=1.C1([NH:37][CH2:38][CH2:39][OH:40])C=CC=CC=1.C(N(CC)CC)C.C1CN([P+](ON2N=N[C:67]3[CH:68]=[CH:69][CH:70]=[CH:71][C:66]2=3)(N2CCCC2)N2CCCC2)CC1.F[P-](F)(F)(F)(F)F. Product: [C:27]([O:26][C:24]([C:10]1[C:11]([C:21](=[O:23])[NH:37][CH:38]([C:66]2[CH:67]=[CH:68][CH:69]=[CH:70][CH:71]=2)[CH2:39][OH:40])=[N:12][C:13]([C:14]2[CH:15]=[CH:16][C:17]([Cl:20])=[CH:18][CH:19]=2)=[C:8]([C:5]2[CH:4]=[CH:3][C:2]([Cl:1])=[CH:7][CH:6]=2)[N:9]=1)=[O:25])([CH3:28])([CH3:29])[CH3:30]. The catalyst class is: 124. (6) Product: [CH3:20][O:21][C:22](=[O:27])[CH2:23][CH2:24][CH2:25][N:15]1[CH2:16][CH2:17][C@@H:13]([O:12][C:11]2[CH:18]=[CH:19][C:8]([CH2:1][C:2]3[CH:3]=[CH:4][CH:5]=[CH:6][CH:7]=3)=[CH:9][CH:10]=2)[CH2:14]1. The catalyst class is: 347. Reactant: [CH2:1]([C:8]1[CH:19]=[CH:18][C:11]([O:12][C@@H:13]2[CH2:17][CH2:16][NH:15][CH2:14]2)=[CH:10][CH:9]=1)[C:2]1[CH:7]=[CH:6][CH:5]=[CH:4][CH:3]=1.[CH3:20][O:21][C:22](=[O:27])[CH2:23][CH2:24][CH2:25]Br. (7) The catalyst class is: 3. Reactant: [CH2:1]([O:3][C:4]([C:6]1[CH:10]=[C:9]([NH2:11])[N:8]([C:12]2[CH:17]=[C:16]([C:18]([OH:20])=O)[CH:15]=[CH:14][C:13]=2[CH3:21])[N:7]=1)=[O:5])[CH3:2].[NH2:22][C:23]1[C:24]([O:38][CH3:39])=[C:25]([NH:33][S:34]([CH3:37])(=[O:36])=[O:35])[CH:26]=[C:27]([C:29]([CH3:32])([CH3:31])[CH3:30])[CH:28]=1.CCN(C(C)C)C(C)C.C([O-])(O)=O.[Na+]. Product: [CH2:1]([O:3][C:4]([C:6]1[CH:10]=[C:9]([NH2:11])[N:8]([C:12]2[CH:17]=[C:16]([C:18](=[O:20])[NH:22][C:23]3[CH:28]=[C:27]([C:29]([CH3:31])([CH3:32])[CH3:30])[CH:26]=[C:25]([NH:33][S:34]([CH3:37])(=[O:36])=[O:35])[C:24]=3[O:38][CH3:39])[CH:15]=[CH:14][C:13]=2[CH3:21])[N:7]=1)=[O:5])[CH3:2].